Task: Predict the reaction yield, written as a fraction of the theoretical maximum amount of product (1.0 means a 100% yield; for example, 0.34 means a 34% yield).. Dataset: Reaction yield outcomes from USPTO patents with 853,638 reactions (1) The reactants are [NH2:1][C:2]1[CH:3]=[C:4]2[C:9](=[C:10]([Cl:12])[CH:11]=1)[N:8]=[CH:7][C:6]([C:13]#[N:14])=[C:5]2[NH:15][C:16]1[CH:21]=[CH:20][C:19]([F:22])=[C:18]([Cl:23])[CH:17]=1.Cl.Cl[CH2:26][C:27]1[NH:28][CH2:29][CH2:30][N:31]=1. The catalyst is C(O)C. The product is [Cl:12][C:10]1[CH:11]=[C:2]([NH:1][CH2:26][C:27]2[NH:31][CH2:30][CH2:29][N:28]=2)[CH:3]=[C:4]2[C:9]=1[N:8]=[CH:7][C:6]([C:13]#[N:14])=[C:5]2[NH:15][C:16]1[CH:21]=[CH:20][C:19]([F:22])=[C:18]([Cl:23])[CH:17]=1. The yield is 0.110. (2) The reactants are O[CH:2]([C:16]1[CH:21]=[CH:20][CH:19]=[CH:18][C:17]=1[S:22]([C:25]1[CH:30]=[CH:29][CH:28]=[CH:27][CH:26]=1)(=[O:24])=[O:23])[C:3]1[C:11]2[C:10](=[O:12])[CH2:9][C:8]([CH3:14])([CH3:13])[CH2:7][C:6]=2[NH:5][C:4]=1[CH3:15].FC(F)(F)S(O[Si](C)(C)C)(=O)=O.C([SiH](CC)CC)C. The catalyst is C(Cl)Cl. The product is [CH3:15][C:4]1[NH:5][C:6]2[CH2:7][C:8]([CH3:14])([CH3:13])[CH2:9][C:10](=[O:12])[C:11]=2[C:3]=1[CH2:2][C:16]1[CH:21]=[CH:20][CH:19]=[CH:18][C:17]=1[S:22]([C:25]1[CH:30]=[CH:29][CH:28]=[CH:27][CH:26]=1)(=[O:24])=[O:23]. The yield is 0.870. (3) The reactants are [CH3:1][O:2][C:3](=[O:13])[C:4]1[CH:9]=[CH:8][C:7]([OH:10])=[C:6]([CH:11]=O)[CH:5]=1.C(=O)([O-])[O-].[K+].[K+].Br[CH2:21][C:22]1[CH:23]=[CH:24][C:25]([C:28]([F:31])([F:30])[F:29])=[N:26][CH:27]=1. The catalyst is CN(C=O)C. The product is [CH3:1][O:2][C:3]([C:4]1[CH:9]=[CH:8][C:7]2[O:10][C:21]([C:22]3[CH:27]=[N:26][C:25]([C:28]([F:31])([F:29])[F:30])=[CH:24][CH:23]=3)=[CH:11][C:6]=2[CH:5]=1)=[O:13]. The yield is 0.770. (4) The catalyst is N1C=CC=CC=1. The yield is 0.520. The reactants are [OH:1][C:2]1[CH:3]=[N:4][C:5]([NH2:8])=[N:6][CH:7]=1.[C:9](Cl)(=[O:15])[CH2:10][CH2:11][CH2:12][CH2:13][CH3:14].CO. The product is [OH:1][C:2]1[CH:3]=[N:4][C:5]([NH:8][C:9](=[O:15])[CH2:10][CH2:11][CH2:12][CH2:13][CH3:14])=[N:6][CH:7]=1.